From a dataset of NCI-60 drug combinations with 297,098 pairs across 59 cell lines. Regression. Given two drug SMILES strings and cell line genomic features, predict the synergy score measuring deviation from expected non-interaction effect. Drug 1: CC=C1C(=O)NC(C(=O)OC2CC(=O)NC(C(=O)NC(CSSCCC=C2)C(=O)N1)C(C)C)C(C)C. Drug 2: C1=NC(=NC(=O)N1C2C(C(C(O2)CO)O)O)N. Cell line: HCT-15. Synergy scores: CSS=25.2, Synergy_ZIP=-7.74, Synergy_Bliss=0.739, Synergy_Loewe=1.60, Synergy_HSA=2.42.